From a dataset of Forward reaction prediction with 1.9M reactions from USPTO patents (1976-2016). Predict the product of the given reaction. (1) Given the reactants [CH3:1][N:2]1[C:6]([C:7]2[CH:12]=[CH:11][C:10]([NH:13][CH:14]=O)=[C:9]([O:16][CH3:17])[CH:8]=2)=[CH:5][N:4]=[C:3]1[CH3:18].CS(C1[N:24]=[CH:25][C:26]2[CH:32]=[CH:31][N:30]=[C:29]([NH:33][CH2:34][C:35]([CH3:38])([CH3:37])[CH3:36])[C:27]=2[N:28]=1)(=O)=O, predict the reaction product. The product is: [CH3:1][N:2]1[C:6]([C:7]2[CH:12]=[CH:11][C:10]([NH:13][C:14]3[N:24]=[CH:25][C:26]4[CH:32]=[CH:31][N:30]=[C:29]([NH:33][CH2:34][C:35]([CH3:38])([CH3:37])[CH3:36])[C:27]=4[N:28]=3)=[C:9]([O:16][CH3:17])[CH:8]=2)=[CH:5][N:4]=[C:3]1[CH3:18]. (2) Given the reactants [F:1][C:2]([F:22])([F:21])[C:3]1[O:7][C:6]([N:8]2[CH2:13][CH2:12][N:11](C(OC(C)(C)C)=O)[CH2:10][CH2:9]2)=[N:5][N:4]=1.[ClH:23], predict the reaction product. The product is: [ClH:23].[N:8]1([C:6]2[O:7][C:3]([C:2]([F:21])([F:22])[F:1])=[N:4][N:5]=2)[CH2:13][CH2:12][NH:11][CH2:10][CH2:9]1. (3) Given the reactants [CH2:1]([N:3]1[CH2:8][CH2:7][CH:6]([CH2:9][C:10]2[CH:15]=[C:14]([F:16])[CH:13]=[CH:12][C:11]=2[S:17]([NH:20][C:21]2[C:30]([C:31]([O:33]C)=[O:32])=[C:29]3[C:24]([CH:25]4[CH2:35][CH:26]4[CH2:27][O:28]3)=[CH:23][CH:22]=2)(=[O:19])=[O:18])[CH2:5][CH2:4]1)[CH3:2].O.[OH-].[Li+].O, predict the reaction product. The product is: [CH2:1]([N:3]1[CH2:8][CH2:7][CH:6]([CH2:9][C:10]2[CH:15]=[C:14]([F:16])[CH:13]=[CH:12][C:11]=2[S:17]([NH:20][C:21]2[C:30]([C:31]([OH:33])=[O:32])=[C:29]3[C:24]([CH:25]4[CH2:35][CH:26]4[CH2:27][O:28]3)=[CH:23][CH:22]=2)(=[O:18])=[O:19])[CH2:5][CH2:4]1)[CH3:2]. (4) Given the reactants Br[C:2]1[CH:3]=[C:4]2[C:9](=[CH:10][CH:11]=1)[N:8]=[CH:7][C:6]([C:12]([O:14][CH2:15][CH3:16])=[O:13])=[C:5]2[NH:17][C:18]1[CH:23]=[CH:22][C:21]([F:24])=[CH:20][CH:19]=1.C([PH+](C(C)(C)C)C(C)(C)C)(C)(C)C.[B-](F)(F)(F)F.CC([PH+](C(C)(C)C)C(C)(C)C)(C)C.CN.[N:58]12[CH2:68]CCN=C1CCCC[CH2:59]2.[O:69]1CCCC1, predict the reaction product. The product is: [F:24][C:21]1[CH:22]=[CH:23][C:18]([NH:17][C:5]2[C:4]3[C:9](=[CH:10][CH:11]=[C:2]([C:59](=[O:69])[NH:58][CH3:68])[CH:3]=3)[N:8]=[CH:7][C:6]=2[C:12]([O:14][CH2:15][CH3:16])=[O:13])=[CH:19][CH:20]=1. (5) Given the reactants [CH2:1]([O:8][CH2:9][C:10]([N:12]([CH3:22])[C:13]1[CH:18]=[CH:17][C:16]([N+:19]([O-])=O)=[CH:15][CH:14]=1)=[O:11])[C:2]1[CH:7]=[CH:6][CH:5]=[CH:4][CH:3]=1.C([O-])=O.[NH4+], predict the reaction product. The product is: [CH2:1]([O:8][CH2:9][C:10]([N:12]([CH3:22])[C:13]1[CH:14]=[CH:15][C:16]([NH2:19])=[CH:17][CH:18]=1)=[O:11])[C:2]1[CH:3]=[CH:4][CH:5]=[CH:6][CH:7]=1. (6) Given the reactants [CH3:1][CH:2]([CH3:22])[C:3]([C:5]1[O:6][C:7]2[CH:14]=[CH:13][C:12]([O:15][CH:16]3[CH2:21][CH2:20][S:19][CH2:18][CH2:17]3)=[CH:11][C:8]=2[C:9]=1[CH3:10])=[O:4].[BH4-].[Na+].O, predict the reaction product. The product is: [CH3:1][CH:2]([CH3:22])[CH:3]([C:5]1[O:6][C:7]2[CH:14]=[CH:13][C:12]([O:15][CH:16]3[CH2:17][CH2:18][S:19][CH2:20][CH2:21]3)=[CH:11][C:8]=2[C:9]=1[CH3:10])[OH:4].